This data is from Full USPTO retrosynthesis dataset with 1.9M reactions from patents (1976-2016). The task is: Predict the reactants needed to synthesize the given product. (1) Given the product [CH3:1][C@H:2]1[C@@:41]2([OH:43])[O:42][C@H:5]([CH2:6][C@H:7]([O:64][CH3:65])[C:8]([CH3:63])=[CH:9][CH:10]=[CH:11][CH:12]=[CH:13][C@@H:14]([CH3:62])[CH2:15][C@@H:16]([CH3:61])[C:17]([C@H:19]([O:59][CH3:60])[C@H:20]([OH:58])[C:21]([CH3:57])=[CH:22][C@@H:23]([CH3:56])[C:24]([CH2:26][C@@H:27]([C@@H:44]([CH2:46][C@H:47]3[CH2:52][C@@H:51]([O:53][CH3:54])[C@H:50]([O:55][CH2:75][CH2:74][OH:66])[CH2:49][CH2:48]3)[CH3:45])[O:28][C:29]([C@H:31]3[N:36]([C:37]([C:39]2=[O:40])=[O:38])[CH2:35][CH2:34][CH2:33][CH2:32]3)=[O:30])=[O:25])=[O:18])[CH2:4][CH2:3]1, predict the reactants needed to synthesize it. The reactants are: [CH3:1][C@H:2]1[C@@:41]2([OH:43])[O:42][C@H:5]([CH2:6][C@H:7]([O:64][CH3:65])[C:8]([CH3:63])=[CH:9][CH:10]=[CH:11][CH:12]=[CH:13][C@@H:14]([CH3:62])[CH2:15][C@@H:16]([CH3:61])[C:17]([C@H:19]([O:59][CH3:60])[C@H:20]([OH:58])[C:21]([CH3:57])=[CH:22][C@@H:23]([CH3:56])[C:24]([CH2:26][C@@H:27]([C@@H:44]([CH2:46][C@H:47]3[CH2:52][C@@H:51]([O:53][CH3:54])[C@H:50]([OH:55])[CH2:49][CH2:48]3)[CH3:45])[O:28][C:29]([C@H:31]3[N:36]([C:37]([C:39]2=[O:40])=[O:38])[CH2:35][CH2:34][CH2:33][CH2:32]3)=[O:30])=[O:25])=[O:18])[CH2:4][CH2:3]1.[O:66]([CH2:74][CH2:75]O[Si](C(C)(C)C)(C)C)S(C(F)(F)F)(=O)=O. (2) Given the product [Si:17]([O:1][C@H:2]([CH3:11])[CH2:3][CH2:4][CH2:5][C:6]([O:8][CH2:9][CH3:10])=[O:7])([C:20]([CH3:23])([CH3:22])[CH3:21])([CH3:19])[CH3:18], predict the reactants needed to synthesize it. The reactants are: [OH:1][C@H:2]([CH3:11])[CH2:3][CH2:4][CH2:5][C:6]([O:8][CH2:9][CH3:10])=[O:7].N1C=CN=C1.[Si:17](Cl)([C:20]([CH3:23])([CH3:22])[CH3:21])([CH3:19])[CH3:18]. (3) Given the product [CH3:4][N:5]1[C:9]([CH2:10][C:11]2[CH:16]=[CH:15][N:14]=[C:13]([N:17]3[CH2:22][CH2:21][N:20]([CH3:1])[CH2:19][CH2:18]3)[CH:12]=2)=[N:8][C:7]([C:23]2[O:27][N:26]=[C:25]([C:28]3[CH:29]=[CH:30][C:31]([O:34][C:35]([F:38])([F:37])[F:36])=[CH:32][CH:33]=3)[N:24]=2)=[N:6]1, predict the reactants needed to synthesize it. The reactants are: [CH:1]([O-])=O.[CH3:4][N:5]1[C:9]([CH2:10][C:11]2[CH:16]=[CH:15][N:14]=[C:13]([N:17]3[CH2:22][CH2:21][NH2+:20][CH2:19][CH2:18]3)[CH:12]=2)=[N:8][C:7]([C:23]2[O:27][N:26]=[C:25]([C:28]3[CH:33]=[CH:32][C:31]([O:34][C:35]([F:38])([F:37])[F:36])=[CH:30][CH:29]=3)[N:24]=2)=[N:6]1.C=O.[BH3-]C#N.[Na+]. (4) Given the product [F:11][C:8]([F:9])([F:10])[C:5]1[CH:6]=[CH:7][C:2]2[O:1][CH2:20][CH:12]([NH2:13])[C:3]=2[CH:4]=1, predict the reactants needed to synthesize it. The reactants are: [OH:1][C:2]1[CH:7]=[CH:6][C:5]([C:8]([F:11])([F:10])[F:9])=[CH:4][C:3]=1/[CH:12]=[N:13]/S(C(C)(C)C)=O.[C:20]([O-])([O-])=O.[Cs+].[Cs+].OC1C=CC(C(F)(F)F)=CC=1C=O.C(S(N)=O)(C)(C)C. (5) The reactants are: [CH2:1]([O:8][C:9](=[O:29])[NH:10][CH2:11][CH:12]([N:18]1C(=O)C2C(=CC=CC=2)C1=O)[CH2:13][O:14][CH:15]([CH3:17])[CH3:16])[C:2]1[CH:7]=[CH:6][CH:5]=[CH:4][CH:3]=1.CN. Given the product [NH2:18][CH:12]([CH2:13][O:14][CH:15]([CH3:17])[CH3:16])[CH2:11][NH:10][C:9](=[O:29])[O:8][CH2:1][C:2]1[CH:7]=[CH:6][CH:5]=[CH:4][CH:3]=1, predict the reactants needed to synthesize it. (6) The reactants are: [C:1]1([C@@H:7]2[CH2:9][C@H:8]2[NH:10][CH2:11][CH:12]2[O:17][CH2:16][CH2:15][N:14](C(OC(C)(C)C)=O)[CH2:13]2)[CH:6]=[CH:5][CH:4]=[CH:3][CH:2]=1.Cl.O1CCOCC1.C([O-])(O)=O.[Na+]. Given the product [NH:14]1[CH2:15][CH2:16][O:17][CH:12]([CH2:11][NH:10][C@@H:8]2[CH2:9][C@H:7]2[C:1]2[CH:6]=[CH:5][CH:4]=[CH:3][CH:2]=2)[CH2:13]1, predict the reactants needed to synthesize it.